Dataset: Catalyst prediction with 721,799 reactions and 888 catalyst types from USPTO. Task: Predict which catalyst facilitates the given reaction. (1) Reactant: [Br:1][CH2:2][C:3]1[O:7][N:6]=[C:5]([C:8]([O:10]CC)=[O:9])[CH:4]=1.[OH-].[Li+].Cl. Product: [Br:1][CH2:2][C:3]1[O:7][N:6]=[C:5]([C:8]([OH:10])=[O:9])[CH:4]=1. The catalyst class is: 20. (2) Reactant: Cl[C:2]1[C:3]2[CH:20]=[CH:19][N:18]([CH2:21][CH2:22][O:23][CH3:24])[C:4]=2[N:5]=[C:6]([S:8]([C:11]2[CH:16]=[CH:15][C:14]([F:17])=[CH:13][CH:12]=2)(=[O:10])=[O:9])[N:7]=1.[NH2:25][C:26]1[CH:30]=[CH:29][NH:28][N:27]=1.[I-].[Na+].CCN(C(C)C)C(C)C. Product: [F:17][C:14]1[CH:15]=[CH:16][C:11]([S:8]([C:6]2[N:7]=[C:2]([NH:25][C:26]3[CH:30]=[CH:29][NH:28][N:27]=3)[C:3]3[CH:20]=[CH:19][N:18]([CH2:21][CH2:22][O:23][CH3:24])[C:4]=3[N:5]=2)(=[O:10])=[O:9])=[CH:12][CH:13]=1. The catalyst class is: 3. (3) Reactant: [F:1][C:2]([F:7])([F:6])[C:3]([OH:5])=[O:4].[O:8]=[C:9]1[NH:18][CH:17]=[CH:16][C:15]2[N:14]3[CH:19]=[C:20]([CH:22]4[CH2:27][CH2:26][N:25](C=O)[CH2:24][CH2:23]4)[N:21]=[C:13]3[C:12]3[CH:30]=[CH:31][N:32]=[CH:33][C:11]=3[C:10]1=2. Product: [F:1][C:2]([F:7])([F:6])[C:3]([OH:5])=[O:4].[F:1][C:2]([F:7])([F:6])[C:3]([OH:5])=[O:4].[NH:25]1[CH2:26][CH2:27][CH:22]([C:20]2[N:21]=[C:13]3[C:12]4[CH:30]=[CH:31][N:32]=[CH:33][C:11]=4[C:10]4[C:9](=[O:8])[NH:18][CH:17]=[CH:16][C:15]=4[N:14]3[CH:19]=2)[CH2:23][CH2:24]1. The catalyst class is: 33. (4) Reactant: Br[C:2]1[CH:7]=[CH:6][C:5]([CH2:8][CH3:9])=[C:4]([O:10][CH2:11][CH2:12][CH2:13][O:14][CH3:15])[CH:3]=1.[Li]CCCC.[CH3:21][C:22]([CH3:52])([CH2:48][CH2:49][CH2:50][CH3:51])[C:23]([NH:25][CH2:26][CH:27]1[O:31][C:30]([CH3:33])([CH3:32])[N:29]([C:34]([O:36][C:37]([CH3:40])([CH3:39])[CH3:38])=[O:35])[C@H:28]1[CH2:41][C@H:42]([CH:46]=[O:47])[CH:43]([CH3:45])[CH3:44])=[O:24]. Product: [CH3:52][C:22]([CH3:21])([CH2:48][CH2:49][CH2:50][CH3:51])[C:23]([NH:25][CH2:26][CH:27]1[O:31][C:30]([CH3:32])([CH3:33])[N:29]([C:34]([O:36][C:37]([CH3:38])([CH3:39])[CH3:40])=[O:35])[C@H:28]1[CH2:41][C@H:42]([CH:46]([C:2]1[CH:7]=[CH:6][C:5]([CH2:8][CH3:9])=[C:4]([O:10][CH2:11][CH2:12][CH2:13][O:14][CH3:15])[CH:3]=1)[OH:47])[CH:43]([CH3:44])[CH3:45])=[O:24]. The catalyst class is: 1.